This data is from Forward reaction prediction with 1.9M reactions from USPTO patents (1976-2016). The task is: Predict the product of the given reaction. (1) Given the reactants [CH:1]([C:3]1[N:8]=[C:7]2[CH:9]=[N:10][N:11]([CH2:12][O:13][CH2:14][CH2:15][Si:16]([CH3:19])([CH3:18])[CH3:17])[C:6]2=[CH:5][C:4]=1[NH:20][C:21](=[O:27])[O:22][C:23]([CH3:26])([CH3:25])[CH3:24])=O.C(O)(=O)C.[C:32]1([C@H:38]([NH2:40])[CH3:39])[CH:37]=[CH:36][CH:35]=[CH:34][CH:33]=1.[BH4-].[Na+], predict the reaction product. The product is: [C:32]1([C@H:38]([NH:40][CH2:1][C:3]2[N:8]=[C:7]3[CH:9]=[N:10][N:11]([CH2:12][O:13][CH2:14][CH2:15][Si:16]([CH3:19])([CH3:17])[CH3:18])[C:6]3=[CH:5][C:4]=2[NH:20][C:21](=[O:27])[O:22][C:23]([CH3:26])([CH3:24])[CH3:25])[CH3:39])[CH:37]=[CH:36][CH:35]=[CH:34][CH:33]=1. (2) The product is: [F:30][C:10]1[CH:11]=[C:12]([NH:16][C:17]([NH:19][C:20]2[CH:25]=[CH:24][CH:23]=[C:22]([C:26]([F:29])([F:28])[F:27])[CH:21]=2)=[O:18])[CH:13]=[C:14]([F:15])[C:9]=1[O:8][C:4]1[CH:3]=[C:2]([NH:32][CH3:31])[N:7]=[CH:6][N:5]=1. Given the reactants Cl[C:2]1[N:7]=[CH:6][N:5]=[C:4]([O:8][C:9]2[C:14]([F:15])=[CH:13][C:12]([NH:16][C:17]([NH:19][C:20]3[CH:25]=[CH:24][CH:23]=[C:22]([C:26]([F:29])([F:28])[F:27])[CH:21]=3)=[O:18])=[CH:11][C:10]=2[F:30])[CH:3]=1.[CH3:31][NH2:32].C1COCC1, predict the reaction product. (3) Given the reactants O.C(=O)([O-])[O-].[Na+].[Na+].[NH2:8][C:9]1[CH:14]=[CH:13][CH:12]=[CH:11][C:10]=1B(O)O.Br[C:19]1[N:23]([CH2:24][CH:25]([CH3:27])[CH3:26])[C:22]([CH2:28][CH2:29][CH2:30][CH3:31])=[N:21][C:20]=1[C:32]#[N:33], predict the reaction product. The product is: [NH2:8][C:9]1[CH:14]=[CH:13][CH:12]=[CH:11][C:10]=1[C:19]1[N:23]([CH2:24][CH:25]([CH3:27])[CH3:26])[C:22]([CH2:28][CH2:29][CH2:30][CH3:31])=[N:21][C:20]=1[C:32]#[N:33]. (4) Given the reactants [CH:1]([O:4][C:5]1[CH:13]=[CH:12][CH:11]=[CH:10][C:6]=1[C:7](Cl)=[O:8])([CH3:3])[CH3:2].[NH2:14]C1C=CC(C#N)=C(C(F)(F)F)C=1.C(N(CC)CC)C, predict the reaction product. The product is: [CH:1]([O:4][C:5]1[CH:13]=[CH:12][CH:11]=[CH:10][C:6]=1[C:7]([NH2:14])=[O:8])([CH3:3])[CH3:2].